Dataset: Catalyst prediction with 721,799 reactions and 888 catalyst types from USPTO. Task: Predict which catalyst facilitates the given reaction. (1) Reactant: C[O:2][C:3](=[O:20])[C@@H:4]1[C:8]([CH3:10])([CH3:9])[C:7]([F:12])([F:11])[CH2:6][N:5]1[C:13]([O:15][C:16]([CH3:19])([CH3:18])[CH3:17])=[O:14].[Li+].[OH-]. Product: [F:12][C:7]1([F:11])[CH2:6][N:5]([C:13]([O:15][C:16]([CH3:18])([CH3:19])[CH3:17])=[O:14])[C@H:4]([C:3]([OH:20])=[O:2])[C:8]1([CH3:10])[CH3:9]. The catalyst class is: 24. (2) Reactant: [C:1]1(C)[C:2]([S:7](Cl)(=[O:9])=[O:8])=[CH:3][CH:4]=[CH:5][CH:6]=1.[OH:12][C:13]1[CH:18]=[CH:17][C:16]([C@H:19]2[C@H:24]([O:25][Si:26]([CH:33]([CH3:35])[CH3:34])([CH:30]([CH3:32])[CH3:31])[CH:27]([CH3:29])[CH3:28])[CH2:23][NH:22][CH2:21][C@@H:20]2[OH:36])=[CH:15][CH:14]=1.[C:37](OCC)(=O)C. Product: [OH:12][C:13]1[CH:18]=[CH:17][C:16]([C@H:19]2[C@H:24]([O:25][Si:26]([CH:30]([CH3:32])[CH3:31])([CH:33]([CH3:35])[CH3:34])[CH:27]([CH3:28])[CH3:29])[CH2:23][N:22]([S:7]([C:2]3[CH:1]=[CH:6][C:5]([CH3:37])=[CH:4][CH:3]=3)(=[O:8])=[O:9])[CH2:21][C@@H:20]2[OH:36])=[CH:15][CH:14]=1. The catalyst class is: 813. (3) Reactant: Cl[C:2]1[N:7]=[CH:6][N:5]=[C:4]([NH:8][C:9]2[N:10]=[CH:11][C:12]([C:15]#[N:16])=[N:13][CH:14]=2)[CH:3]=1.[NH2:17][CH2:18][CH:19]1[CH2:24][CH2:23][N:22](C(OC(C)(C)C)=O)[CH2:21][CH2:20]1.C(N(CC)CC)C. Product: [NH:22]1[CH2:23][CH2:24][CH:19]([CH2:18][NH:17][C:2]2[N:7]=[CH:6][N:5]=[C:4]([NH:8][C:9]3[N:10]=[CH:11][C:12]([C:15]#[N:16])=[N:13][CH:14]=3)[CH:3]=2)[CH2:20][CH2:21]1. The catalyst class is: 60. (4) The catalyst class is: 4. Product: [CH3:20][S:17]([O:14][CH:13]1[CH:12]2[CH2:11][CH2:10][N:9]([CH2:16][CH2:15]2)[CH:8]1[CH2:7][C:3]1[CH:2]=[N:1][CH:6]=[CH:5][CH:4]=1)(=[O:19])=[O:18]. Reactant: [N:1]1[CH:6]=[CH:5][CH:4]=[C:3]([CH2:7][CH:8]2[CH:13]([OH:14])[CH:12]3[CH2:15][CH2:16][N:9]2[CH2:10][CH2:11]3)[CH:2]=1.[S:17](Cl)([CH3:20])(=[O:19])=[O:18].C(N(CC)CC)C.C([O-])(O)=O.[Na+]. (5) Reactant: Cl.[CH3:2][NH:3][O:4][CH3:5].[Cl:6][C:7]1[CH:12]=[CH:11][CH:10]=[CH:9][C:8]=1[CH2:13][C:14]([OH:16])=O. Product: [Cl:6][C:7]1[CH:12]=[CH:11][CH:10]=[CH:9][C:8]=1[CH2:13][C:14]([N:3]([O:4][CH3:5])[CH3:2])=[O:16]. The catalyst class is: 4.